From a dataset of Reaction yield outcomes from USPTO patents with 853,638 reactions. Predict the reaction yield, written as a fraction of the theoretical maximum amount of product (1.0 means a 100% yield; for example, 0.34 means a 34% yield). The product is [C:23]([C:20]1[CH:21]=[CH:22][C:17]([C:16]([NH:15][CH2:14][C:13]2[CH:28]=[CH:29][C:10]([C:9]3[C:4]4[CH:3]=[C:2]([C:40]5[CH:41]=[N:42][N:43]([CH2:45][CH2:46][OH:47])[CH:44]=5)[NH:31][C:5]=4[N:6]=[CH:7][N:8]=3)=[CH:11][C:12]=2[F:30])=[O:27])=[CH:18][CH:19]=1)([CH3:26])([CH3:25])[CH3:24]. The yield is 0.230. The catalyst is O.CCOC(C)=O.C1C=CC([P]([Pd]([P](C2C=CC=CC=2)(C2C=CC=CC=2)C2C=CC=CC=2)([P](C2C=CC=CC=2)(C2C=CC=CC=2)C2C=CC=CC=2)[P](C2C=CC=CC=2)(C2C=CC=CC=2)C2C=CC=CC=2)(C2C=CC=CC=2)C2C=CC=CC=2)=CC=1. The reactants are Br[C:2]1[NH:31][C:5]2[N:6]=[CH:7][N:8]=[C:9]([C:10]3[CH:29]=[CH:28][C:13]([CH2:14][NH:15][C:16](=[O:27])[C:17]4[CH:22]=[CH:21][C:20]([C:23]([CH3:26])([CH3:25])[CH3:24])=[CH:19][CH:18]=4)=[C:12]([F:30])[CH:11]=3)[C:4]=2[CH:3]=1.CC1(C)C(C)(C)OB([C:40]2[CH:41]=[N:42][N:43]([CH2:45][CH2:46][OH:47])[CH:44]=2)O1.C(=O)([O-])[O-].[K+].[K+].COCCOC.